This data is from Reaction yield outcomes from USPTO patents with 853,638 reactions. The task is: Predict the reaction yield, written as a fraction of the theoretical maximum amount of product (1.0 means a 100% yield; for example, 0.34 means a 34% yield). The reactants are C(N(C(C)C)CC)(C)C.[S:10]([C:14]1[CH:15]=[C:16]([NH:20][C:21]2[N:30]=[CH:29][C:28]3[CH:27]=[CH:26][C:25]4[N:31]=[C:32]([C:34]([OH:36])=O)[S:33][C:24]=4[C:23]=3[N:22]=2)[CH:17]=[CH:18][CH:19]=1)(=[O:13])(=[O:12])[NH2:11].[C:37]([O:41][C:42]([NH:44][CH:45]1[CH2:49][CH2:48][NH:47][CH2:46]1)=[O:43])([CH3:40])([CH3:39])[CH3:38].C1CN([P+](Br)(N2CCCC2)N2CCCC2)CC1.F[P-](F)(F)(F)(F)F. The catalyst is CN(C)C=O. The product is [C:37]([O:41][C:42](=[O:43])[NH:44][CH:45]1[CH2:49][CH2:48][N:47]([C:34]([C:32]2[S:33][C:24]3[C:23]4[N:22]=[C:21]([NH:20][C:16]5[CH:17]=[CH:18][CH:19]=[C:14]([S:10](=[O:12])(=[O:13])[NH2:11])[CH:15]=5)[N:30]=[CH:29][C:28]=4[CH:27]=[CH:26][C:25]=3[N:31]=2)=[O:36])[CH2:46]1)([CH3:40])([CH3:38])[CH3:39]. The yield is 0.800.